Dataset: Full USPTO retrosynthesis dataset with 1.9M reactions from patents (1976-2016). Task: Predict the reactants needed to synthesize the given product. (1) Given the product [C:1]([O:5][C:6]([N:8]1[CH2:13][CH2:12][CH:11]([C:14]2[CH:19]=[CH:18][C:17]([NH:20][S:36]([C:30]3[N:31]([CH3:35])[C:32]4[C:28]([CH:29]=3)=[CH:27][C:26]([F:25])=[CH:34][CH:33]=4)(=[O:38])=[O:37])=[C:16]([S:21]([CH3:24])(=[O:23])=[O:22])[CH:15]=2)[CH2:10][CH2:9]1)=[O:7])([CH3:4])([CH3:3])[CH3:2], predict the reactants needed to synthesize it. The reactants are: [C:1]([O:5][C:6]([N:8]1[CH2:13][CH2:12][CH:11]([C:14]2[CH:19]=[CH:18][C:17]([NH2:20])=[C:16]([S:21]([CH3:24])(=[O:23])=[O:22])[CH:15]=2)[CH2:10][CH2:9]1)=[O:7])([CH3:4])([CH3:3])[CH3:2].[F:25][C:26]1[CH:27]=[C:28]2[C:32](=[CH:33][CH:34]=1)[N:31]([CH3:35])[C:30]([S:36](Cl)(=[O:38])=[O:37])=[CH:29]2. (2) Given the product [F:18][C:15]1[CH:14]=[CH:13][C:12]([CH:10]([OH:11])[CH2:9][NH:8][CH3:1])=[CH:17][CH:16]=1, predict the reactants needed to synthesize it. The reactants are: [CH2:1]([N:8](C)[CH2:9][CH:10]([C:12]1[CH:17]=[CH:16][C:15]([F:18])=[CH:14][CH:13]=1)[OH:11])C1C=CC=CC=1. (3) The reactants are: [O:1]=[C:2]1[N:6]([CH2:7][CH:8]2[CH2:13][CH2:12][N:11](C(OC(C)(C)C)=O)[CH2:10][CH2:9]2)[C:5](=[O:21])[CH2:4][O:3]1.[ClH:22]. Given the product [ClH:22].[NH:11]1[CH2:12][CH2:13][CH:8]([CH2:7][N:6]2[C:5](=[O:21])[CH2:4][O:3][C:2]2=[O:1])[CH2:9][CH2:10]1, predict the reactants needed to synthesize it. (4) Given the product [ClH:1].[Cl:1][C:2]1[C:3]([CH2:8][S:9][C:10]2[N:15]=[C:14]([OH:16])[CH:13]=[C:12]([C:17]([F:20])([F:18])[F:19])[N:11]=2)=[N:4][N:5]([CH3:7])[CH:6]=1, predict the reactants needed to synthesize it. The reactants are: [Cl:1][C:2]1[C:3]([CH2:8][S:9][C:10]2[N:15]=[C:14]([OH:16])[CH:13]=[C:12]([C:17]([F:20])([F:19])[F:18])[N:11]=2)=[N:4][N:5]([CH3:7])[CH:6]=1.Cl.O1CCOCC1. (5) Given the product [CH2:1]([N:5]1[C:13]2[N:12]=[C:11]([Cl:14])[NH:10][C:9]=2[C:8](=[O:18])[N:7]([CH2:34][CH2:33][S:32][C:30]2[O:29][N:28]=[C:27]([CH2:26][C:20]3[CH:25]=[CH:24][CH:23]=[CH:22][CH:21]=3)[N:31]=2)[C:6]1=[O:19])[CH2:2][CH2:3][CH3:4], predict the reactants needed to synthesize it. The reactants are: [CH2:1]([N:5]1[C:13]2[N:12]=[C:11]([Cl:14])[N:10](CC=C)[C:9]=2[C:8](=[O:18])[NH:7][C:6]1=[O:19])[CH2:2][CH2:3][CH3:4].[C:20]1([CH2:26][C:27]2[N:31]=[C:30]([S:32][CH2:33][CH2:34]O)[O:29][N:28]=2)[CH:25]=[CH:24][CH:23]=[CH:22][CH:21]=1.N(C(OCC1C=CC=CC=1)=O)=NC(OCC1C=CC=CC=1)=O.C1(P(C2C=CC=CC=2)C2C=CC=CC=2)C=CC=CC=1.N1CCOCC1. (6) Given the product [Br:34][C:13]1[C:12](=[O:14])[N:11]([CH2:15][C:16]2[CH:17]=[CH:18][C:19]([C:22]3[C:23]([C:28]#[N:29])=[CH:24][CH:25]=[CH:26][CH:27]=3)=[CH:20][CH:21]=2)[C:10]([CH2:30][CH2:31][CH3:32])=[N:9][C:8]=1[CH:7]([F:6])[F:33], predict the reactants needed to synthesize it. The reactants are: C([O-])(=O)C.[Na+].[F:6][CH:7]([F:33])[C:8]1[N:9]=[C:10]([CH2:30][CH2:31][CH3:32])[N:11]([CH2:15][C:16]2[CH:21]=[CH:20][C:19]([C:22]3[C:23]([C:28]#[N:29])=[CH:24][CH:25]=[CH:26][CH:27]=3)=[CH:18][CH:17]=2)[C:12](=[O:14])[CH:13]=1.[Br:34]Br. (7) Given the product [Cl:1][C:2]1[CH:3]=[C:4]([C:12]2([C:30]([F:31])([F:32])[F:33])[O:16][N:15]=[C:14]([C:17]3[CH:25]=[CH:24][C:20]([C:21]([N:34]4[CH2:38][C:37](=[O:39])[NH:36][CH2:35]4)=[O:22])=[C:19]([C:26]([F:27])([F:28])[F:29])[CH:18]=3)[CH2:13]2)[CH:5]=[C:6]([C:8]([F:11])([F:10])[F:9])[CH:7]=1, predict the reactants needed to synthesize it. The reactants are: [Cl:1][C:2]1[CH:3]=[C:4]([C:12]2([C:30]([F:33])([F:32])[F:31])[O:16][N:15]=[C:14]([C:17]3[CH:25]=[CH:24][C:20]([C:21](O)=[O:22])=[C:19]([C:26]([F:29])([F:28])[F:27])[CH:18]=3)[CH2:13]2)[CH:5]=[C:6]([C:8]([F:11])([F:10])[F:9])[CH:7]=1.[NH:34]1[CH2:38][C:37](=[O:39])[NH:36][CH2:35]1.CN(C(ON1N=NC2C=CC=NC1=2)=[N+](C)C)C.F[P-](F)(F)(F)(F)F.CCN(C(C)C)C(C)C. (8) The reactants are: [NH2:1][N:2]1[C:7](=[O:8])[C:6]2[CH:9]=[C:10]([F:17])[C:11](S(=S)(O)=O)=[N:12][C:5]=2[N:4]([CH:18]2[CH2:20][CH2:19]2)[C:3]1=[O:21].[C:22]([O:26][C:27](=[O:36])[NH:28][C@@H:29]([C@H:31]1[CH2:35][CH2:34][NH:33][CH2:32]1)[CH3:30])([CH3:25])([CH3:24])[CH3:23].C(N(CC)CC)C. Given the product [C:22]([O:26][C:27](=[O:36])[NH:28][C@H:29]([C@@H:31]1[CH2:35][CH2:34][N:33]([C:11]2[C:10]([F:17])=[CH:9][C:6]3[C:7](=[O:8])[N:2]([NH2:1])[C:3](=[O:21])[N:4]([CH:18]4[CH2:20][CH2:19]4)[C:5]=3[N:12]=2)[CH2:32]1)[CH3:30])([CH3:23])([CH3:24])[CH3:25], predict the reactants needed to synthesize it. (9) Given the product [CH3:33][N:32]1[CH:26]2[CH2:27][CH2:28][CH2:29][CH:30]1[CH2:31][CH:24]([NH:23][C:15]([C:11]1[CH:12]=[CH:13][CH:14]=[C:8]3[O:7][C:6]([C:5]4[S:1][C:2]5[CH2:20][CH2:19][CH2:18][C:3]=5[CH:4]=4)=[N:10][C:9]=13)=[O:17])[CH2:25]2, predict the reactants needed to synthesize it. The reactants are: [S:1]1[C:5]([C:6]2[O:7][C:8]3[C:9](=[C:11]([C:15]([OH:17])=O)[CH:12]=[CH:13][CH:14]=3)[N:10]=2)=[CH:4][C:3]2[CH2:18][CH2:19][CH2:20][C:2]1=2.Cl.Cl.[NH2:23][CH:24]1[CH2:31][CH:30]2[N:32]([CH3:33])[CH:26]([CH2:27][CH2:28][CH2:29]2)[CH2:25]1.Cl.C(N=C=NCCCN(C)C)C.ON1C2C=CC=CC=2N=N1.C(N(CC)CC)C. (10) Given the product [Cl:11][C:12]1[CH:17]=[CH:16][CH:15]=[CH:14][C:13]=1[CH2:18][S:19][C:2]1[CH:7]=[CH:6][C:5]([N+:8]([O-:10])=[O:9])=[CH:4][CH:3]=1, predict the reactants needed to synthesize it. The reactants are: F[C:2]1[CH:7]=[CH:6][C:5]([N+:8]([O-:10])=[O:9])=[CH:4][CH:3]=1.[Cl:11][C:12]1[CH:17]=[CH:16][CH:15]=[CH:14][C:13]=1[CH2:18][SH:19].C([O-])([O-])=O.[K+].[K+].CCOC(C)=O.O.